Task: Regression. Given two drug SMILES strings and cell line genomic features, predict the synergy score measuring deviation from expected non-interaction effect.. Dataset: NCI-60 drug combinations with 297,098 pairs across 59 cell lines (1) Drug 1: C1CCC(CC1)NC(=O)N(CCCl)N=O. Drug 2: C1=C(C(=O)NC(=O)N1)F. Cell line: MDA-MB-231. Synergy scores: CSS=30.0, Synergy_ZIP=1.03, Synergy_Bliss=2.76, Synergy_Loewe=6.12, Synergy_HSA=8.20. (2) Drug 1: CCC1=CC2CC(C3=C(CN(C2)C1)C4=CC=CC=C4N3)(C5=C(C=C6C(=C5)C78CCN9C7C(C=CC9)(C(C(C8N6C)(C(=O)OC)O)OC(=O)C)CC)OC)C(=O)OC.C(C(C(=O)O)O)(C(=O)O)O. Drug 2: C(CN)CNCCSP(=O)(O)O. Cell line: SK-MEL-5. Synergy scores: CSS=19.6, Synergy_ZIP=2.71, Synergy_Bliss=2.44, Synergy_Loewe=-42.2, Synergy_HSA=0.735. (3) Drug 1: COC1=CC(=CC(=C1O)OC)C2C3C(COC3=O)C(C4=CC5=C(C=C24)OCO5)OC6C(C(C7C(O6)COC(O7)C8=CC=CS8)O)O. Drug 2: C1CNP(=O)(OC1)N(CCCl)CCCl. Cell line: NCI/ADR-RES. Synergy scores: CSS=0.824, Synergy_ZIP=2.10, Synergy_Bliss=4.01, Synergy_Loewe=-1.14, Synergy_HSA=0.331.